Dataset: NCI-60 drug combinations with 297,098 pairs across 59 cell lines. Task: Regression. Given two drug SMILES strings and cell line genomic features, predict the synergy score measuring deviation from expected non-interaction effect. Synergy scores: CSS=21.8, Synergy_ZIP=-6.16, Synergy_Bliss=-4.78, Synergy_Loewe=-0.944, Synergy_HSA=0.159. Drug 1: CC(CN1CC(=O)NC(=O)C1)N2CC(=O)NC(=O)C2. Cell line: SF-539. Drug 2: CC1CCC2CC(C(=CC=CC=CC(CC(C(=O)C(C(C(=CC(C(=O)CC(OC(=O)C3CCCCN3C(=O)C(=O)C1(O2)O)C(C)CC4CCC(C(C4)OC)O)C)C)O)OC)C)C)C)OC.